Dataset: Reaction yield outcomes from USPTO patents with 853,638 reactions. Task: Predict the reaction yield, written as a fraction of the theoretical maximum amount of product (1.0 means a 100% yield; for example, 0.34 means a 34% yield). (1) The reactants are [F:1][C:2]1[CH:7]=[C:6]([F:8])[CH:5]=[CH:4][C:3]=1[N+:9]([O-:11])=[O:10].[Cl:12][S:13](O)(=[O:15])=[O:14]. No catalyst specified. The product is [F:8][C:6]1[CH:7]=[C:2]([F:1])[C:3]([N+:9]([O-:11])=[O:10])=[CH:4][C:5]=1[S:13]([Cl:12])(=[O:15])=[O:14]. The yield is 0.810. (2) The reactants are B(Br)(Br)Br.[CH:5]1([C:8]([N:10]2[CH2:15][CH2:14][CH:13]([N:16]([CH3:33])[C:17]([N:19]3[CH:23]=[C:22]([C:24]4[CH:29]=[CH:28][C:27]([O:30]C)=[C:26]([CH3:32])[CH:25]=4)[N:21]=[CH:20]3)=[O:18])[CH2:12][CH2:11]2)=[O:9])[CH2:7][CH2:6]1.O. The catalyst is C(Cl)Cl.C(Cl)Cl.CC(O)C. The product is [CH:5]1([C:8]([N:10]2[CH2:11][CH2:12][CH:13]([N:16]([CH3:33])[C:17]([N:19]3[CH:23]=[C:22]([C:24]4[CH:29]=[CH:28][C:27]([OH:30])=[C:26]([CH3:32])[CH:25]=4)[N:21]=[CH:20]3)=[O:18])[CH2:14][CH2:15]2)=[O:9])[CH2:7][CH2:6]1. The yield is 0.570. (3) The reactants are [CH:1]([C:3]1[CH:8]=[CH:7][C:6]([O:9][C:10]2[CH:11]=[CH:12][C:13]([C:16]([F:19])([F:18])[F:17])=[N:14][CH:15]=2)=[CH:5][CH:4]=1)=[CH2:2].B1C2CCCC1CCC2.C1C[O:32]CC1. No catalyst specified. The product is [F:18][C:16]([F:19])([F:17])[C:13]1[N:14]=[CH:15][C:10]([O:9][C:6]2[CH:5]=[CH:4][C:3]([CH2:1][CH2:2][OH:32])=[CH:8][CH:7]=2)=[CH:11][CH:12]=1. The yield is 1.37. (4) The reactants are [C:1]([C:4]1[C:5]([C:21]2[CH:26]=[CH:25][C:24]([NH:27]C(=O)OC(C)(C)C)=[C:23]([F:35])[CH:22]=2)=[C:6]2[N:11]([C:12]=1[CH2:13][N:14]1[CH2:19][CH2:18][O:17][CH2:16][CH2:15]1)[N:10]=[CH:9][N:8]=[C:7]2[NH2:20])(=[O:3])[CH3:2].FC(F)(F)C(O)=O.C([O-])(O)=O.[Na+]. The catalyst is C(Cl)Cl. The product is [NH2:20][C:7]1[C:6]2=[C:5]([C:21]3[CH:26]=[CH:25][C:24]([NH2:27])=[C:23]([F:35])[CH:22]=3)[C:4]([C:1](=[O:3])[CH3:2])=[C:12]([CH2:13][N:14]3[CH2:19][CH2:18][O:17][CH2:16][CH2:15]3)[N:11]2[N:10]=[CH:9][N:8]=1. The yield is 0.930. (5) The reactants are [CH2:1]([C:4]1([S:7](Cl)(=[O:9])=[O:8])[CH2:6][CH2:5]1)[CH:2]=[CH2:3].[F:11][C:12]1[C:17]([F:18])=[C:16]([NH:19][C:20]2[CH:25]=[CH:24][C:23]([I:26])=[CH:22][C:21]=2[F:27])[C:15]([NH2:28])=[C:14]([O:29][CH2:30][CH2:31][O:32][CH3:33])[CH:13]=1. No catalyst specified. The product is [CH2:1]([C:4]1([S:7]([NH:28][C:15]2[C:14]([O:29][CH2:30][CH2:31][O:32][CH3:33])=[CH:13][C:12]([F:11])=[C:17]([F:18])[C:16]=2[NH:19][C:20]2[CH:25]=[CH:24][C:23]([I:26])=[CH:22][C:21]=2[F:27])(=[O:9])=[O:8])[CH2:6][CH2:5]1)[CH:2]=[CH2:3]. The yield is 0.780.